From a dataset of Reaction yield outcomes from USPTO patents with 853,638 reactions. Predict the reaction yield, written as a fraction of the theoretical maximum amount of product (1.0 means a 100% yield; for example, 0.34 means a 34% yield). (1) The reactants are [C:1]([O:4][C@H:5]1[C@H:10]([O:11][C:12](=[O:14])[CH3:13])[C@H:9]([O:15][C:16](=[O:18])[CH3:17])[C@@H:8]([C:19]2[CH:24]=[CH:23][C:22]([C:25]#[C:26][Si](C)(C)C)=[CH:21][CH:20]=2)[O:7][C@@H:6]1[CH2:31][O:32][C:33](=[O:35])[CH3:34])(=[O:3])[CH3:2].CC(O)=O.CCCC[N+](CCCC)(CCCC)CCCC.[F-]. The catalyst is C1COCC1. The product is [C:1]([O:4][C@H:5]1[C@H:10]([O:11][C:12](=[O:14])[CH3:13])[C@H:9]([O:15][C:16](=[O:18])[CH3:17])[C@@H:8]([C:19]2[CH:20]=[CH:21][C:22]([C:25]#[CH:26])=[CH:23][CH:24]=2)[O:7][C@@H:6]1[CH2:31][O:32][C:33](=[O:35])[CH3:34])(=[O:3])[CH3:2]. The yield is 0.990. (2) The reactants are Cl.[Cl:2][C:3]1[CH:4]=[C:5]([CH:9]2[O:14][CH2:13][CH2:12][NH:11][CH2:10]2)[CH:6]=[CH:7][CH:8]=1.CCN(C(C)C)C(C)C.C(#N)C.[F:27][C:28]([F:33])([F:32])[C@@H:29]1[CH2:31][O:30]1. The catalyst is O. The product is [Cl:2][C:3]1[CH:4]=[C:5]([CH:9]2[CH2:10][N:11]([CH2:31][C@H:29]([OH:30])[C:28]([F:33])([F:32])[F:27])[CH2:12][CH2:13][O:14]2)[CH:6]=[CH:7][CH:8]=1. The yield is 0.820. (3) The reactants are [F:1][C:2]1[CH:19]=[CH:18][C:5]([O:6][C:7]2[N:12]=[CH:11][C:10]([CH2:13][C:14](Cl)=[N:15][OH:16])=[CH:9][CH:8]=2)=[CH:4][CH:3]=1.O1CCCC1.[C:25]([C:27]1[C:28]([NH2:33])=[N:29][CH:30]=[CH:31][CH:32]=1)#[CH:26].C(N(CC)CC)C. The catalyst is O. The product is [F:1][C:2]1[CH:19]=[CH:18][C:5]([O:6][C:7]2[N:12]=[CH:11][C:10]([CH2:13][C:14]3[CH:26]=[C:25]([C:27]4[C:28]([NH2:33])=[N:29][CH:30]=[CH:31][CH:32]=4)[O:16][N:15]=3)=[CH:9][CH:8]=2)=[CH:4][CH:3]=1. The yield is 0.320. (4) The reactants are [Cl:1][C:2]1[CH:3]=[C:4]([CH:7]=[CH:8][CH:9]=1)[CH2:5]Br.[Cl:10][C:11]1[N:16]=[C:15](Cl)[CH:14]=[C:13]([Cl:18])[N:12]=1. No catalyst specified. The product is [Cl:10][C:11]1[N:12]=[C:13]([Cl:18])[CH:14]=[C:15]([CH2:5][C:4]2[CH:7]=[CH:8][CH:9]=[C:2]([Cl:1])[CH:3]=2)[N:16]=1. The yield is 0.260.